This data is from Full USPTO retrosynthesis dataset with 1.9M reactions from patents (1976-2016). The task is: Predict the reactants needed to synthesize the given product. (1) The reactants are: [I:1][C:2]1[C:10]2[C:5](=[N:6][CH:7]=[N:8][C:9]=2[NH2:11])[NH:4][N:3]=1.[CH:12]1(I)[CH2:16][CH2:15][CH2:14][CH2:13]1.C([O-])([O-])=O.[K+].[K+]. Given the product [CH:12]1([N:4]2[C:5]3=[N:6][CH:7]=[N:8][C:9]([NH2:11])=[C:10]3[C:2]([I:1])=[N:3]2)[CH2:16][CH2:15][CH2:14][CH2:13]1, predict the reactants needed to synthesize it. (2) Given the product [O:1]=[C:2]1[C:10]2([C:22]3[C:13](=[CH:14][C:15]4[O:20][CH2:19][CH2:18][O:17][C:16]=4[CH:21]=3)[O:12][CH2:11]2)[C:9]2[C:4](=[CH:5][CH:6]=[CH:7][CH:8]=2)[N:3]1[CH2:23][C:24]1[CH:32]=[CH:31][C:27]([C:28]([Cl:35])=[O:29])=[CH:26][CH:25]=1, predict the reactants needed to synthesize it. The reactants are: [O:1]=[C:2]1[C:10]2([C:22]3[C:13](=[CH:14][C:15]4[O:20][CH2:19][CH2:18][O:17][C:16]=4[CH:21]=3)[O:12][CH2:11]2)[C:9]2[C:4](=[CH:5][CH:6]=[CH:7][CH:8]=2)[N:3]1[CH2:23][C:24]1[CH:32]=[CH:31][C:27]([C:28](O)=[O:29])=[CH:26][CH:25]=1.S(Cl)([Cl:35])=O. (3) Given the product [Cl:10][C:11]1[CH:33]=[CH:32][C:14]([CH2:15][NH:16][C:17]([C:19]2[C:20](=[O:31])[C:21]3[CH:28]=[C:27]([CH2:29][N:35]([CH2:36][CH:37]([OH:38])[C:39]4[S:40][CH:41]=[CH:42][N:43]=4)[CH3:34])[O:26][C:22]=3[N:23]([CH3:25])[CH:24]=2)=[O:18])=[CH:13][CH:12]=1, predict the reactants needed to synthesize it. The reactants are: C(N(CC)C(C)C)(C)C.[Cl:10][C:11]1[CH:33]=[CH:32][C:14]([CH2:15][NH:16][C:17]([C:19]2[C:20](=[O:31])[C:21]3[CH:28]=[C:27]([CH2:29]Cl)[O:26][C:22]=3[N:23]([CH3:25])[CH:24]=2)=[O:18])=[CH:13][CH:12]=1.[CH3:34][NH:35][CH2:36][CH:37]([C:39]1[S:40][CH:41]=[CH:42][N:43]=1)[OH:38].O.